Regression. Given a peptide amino acid sequence and an MHC pseudo amino acid sequence, predict their binding affinity value. This is MHC class I binding data. From a dataset of Peptide-MHC class I binding affinity with 185,985 pairs from IEDB/IMGT. (1) The peptide sequence is MSDQSVPSF. The MHC is Mamu-A01 with pseudo-sequence Mamu-A01. The binding affinity (normalized) is 0.350. (2) The peptide sequence is NIILKANF. The MHC is HLA-A29:02 with pseudo-sequence HLA-A29:02. The binding affinity (normalized) is 0.0999. (3) The peptide sequence is KQRCALPSL. The MHC is HLA-B15:01 with pseudo-sequence HLA-B15:01. The binding affinity (normalized) is 0.491. (4) The peptide sequence is PEGPLGQLL. The MHC is HLA-A30:02 with pseudo-sequence HLA-A30:02. The binding affinity (normalized) is 0.213. (5) The peptide sequence is CYNEENDNKL. The MHC is H-2-Kd with pseudo-sequence H-2-Kd. The binding affinity (normalized) is 0.149. (6) The peptide sequence is GPRGRHVVL. The MHC is HLA-B38:01 with pseudo-sequence HLA-B38:01. The binding affinity (normalized) is 0.0847.